Dataset: Full USPTO retrosynthesis dataset with 1.9M reactions from patents (1976-2016). Task: Predict the reactants needed to synthesize the given product. (1) Given the product [CH2:1]([O:8][N:9]1[C:15](=[O:16])[N:14]2[CH2:17][C@H:10]1[CH2:11][CH2:12][C@H:13]2[C:18]([NH:21][O:22][CH:23]1[CH2:28][CH2:27][N:26]([CH3:29])[CH2:25][CH2:24]1)=[O:20])[C:2]1[CH:3]=[CH:4][CH:5]=[CH:6][CH:7]=1, predict the reactants needed to synthesize it. The reactants are: [CH2:1]([O:8][N:9]1[C:15](=[O:16])[N:14]2[CH2:17][C@H:10]1[CH2:11][CH2:12][C@H:13]2[C:18]([OH:20])=O)[C:2]1[CH:7]=[CH:6][CH:5]=[CH:4][CH:3]=1.[NH2:21][O:22][CH:23]1[CH2:28][CH2:27][N:26]([CH3:29])[CH2:25][CH2:24]1.ON1C2C=CC=CC=2N=N1.Cl.C(N=C=NCCCN(C)C)C. (2) Given the product [O:7]=[C:6]1[C:5]2[C:4](=[CH:11][CH:10]=[CH:9][CH:8]=2)[C:3](=[O:12])[N:2]1[O:1][CH2:14][C:15]#[N:16], predict the reactants needed to synthesize it. The reactants are: [OH:1][N:2]1[C:6](=[O:7])[C:5]2=[CH:8][CH:9]=[CH:10][CH:11]=[C:4]2[C:3]1=[O:12].Br[CH2:14][C:15]#[N:16].CCN(CC)CC. (3) Given the product [F:1][C:2]1[CH:7]=[CH:6][C:5]([CH2:8][CH2:9][C:10]2[CH:17]=[CH:16][CH:15]=[CH:14][C:11]=2[C:12]([OH:20])=[O:18])=[CH:4][CH:3]=1, predict the reactants needed to synthesize it. The reactants are: [F:1][C:2]1[CH:7]=[CH:6][C:5]([CH2:8][CH2:9][C:10]2[CH:17]=[CH:16][CH:15]=[CH:14][C:11]=2[C:12]#N)=[CH:4][CH:3]=1.[OH-:18].[Na+].[OH2:20].Cl. (4) Given the product [Cl:6][C:7]1[CH:8]=[CH:9][C:10]([CH:30]2[NH:33][C:32](=[O:34])[CH2:31]2)=[C:11]([CH2:12][O:13][Si:14]([CH:21]([CH3:23])[CH3:22])([CH:18]([CH3:20])[CH3:19])[CH:15]([CH3:17])[CH3:16])[CH:24]=1, predict the reactants needed to synthesize it. The reactants are: C([Li])CCC.[Cl:6][C:7]1[CH:8]=[CH:9][C:10](I)=[C:11]([CH:24]=1)[CH2:12][O:13][Si:14]([CH:21]([CH3:23])[CH3:22])([CH:18]([CH3:20])[CH3:19])[CH:15]([CH3:17])[CH3:16].C(O[CH:30]1[NH:33][C:32](=[O:34])[CH2:31]1)(=O)C.[Cl-].[NH4+].[OH-].[NH4+]. (5) Given the product [CH3:10][C:8]([O:11][C:12](=[O:23])[NH:13][CH2:14][CH2:15][C@@H:16]([OH:22])[C:17]1[S:18][CH:19]=[CH:20][N:21]=1)([CH3:7])[CH3:9], predict the reactants needed to synthesize it. The reactants are: B.O1CCCC1.[CH3:7][C:8]([O:11][C:12](=[O:23])[NH:13][CH2:14][CH2:15][C:16](=[O:22])[C:17]1[S:18][CH:19]=[CH:20][N:21]=1)([CH3:10])[CH3:9].CO.C(OCC)(=O)C.